This data is from Forward reaction prediction with 1.9M reactions from USPTO patents (1976-2016). The task is: Predict the product of the given reaction. (1) Given the reactants C(S[C:4]1[N:13]=[CH:12][C:11]2[C:6](=[CH:7][C:8]([O:14][CH:15]3[CH2:20][CH2:19][N:18]([C:21]([O:23][C:24]([CH3:27])([CH3:26])[CH3:25])=[O:22])[CH2:17][CH2:16]3)=[CH:9][CH:10]=2)[N:5]=1)C.O[O:29][S:30]([O-:32])=O.[K+].[CH2:34]1COC[CH2:35]1, predict the reaction product. The product is: [CH2:34]([S:30]([C:4]1[N:13]=[CH:12][C:11]2[C:6](=[CH:7][C:8]([O:14][CH:15]3[CH2:20][CH2:19][N:18]([C:21]([O:23][C:24]([CH3:26])([CH3:25])[CH3:27])=[O:22])[CH2:17][CH2:16]3)=[CH:9][CH:10]=2)[N:5]=1)(=[O:32])=[O:29])[CH3:35]. (2) The product is: [C:1]([O:5][C:6]([N:8]1[CH2:9][C:10]2[C:15](=[CH:14][C:13]([CH3:24])=[C:12]([C:18]3[CH2:19][CH2:20][O:21][CH2:22][CH:23]=3)[CH:11]=2)[CH2:16]1)=[O:7])([CH3:4])([CH3:3])[CH3:2]. Given the reactants [C:1]([O:5][C:6]([N:8]1[CH2:16][C:15]2[C:10](=[CH:11][C:12]([C:18]3[CH2:19][CH2:20][O:21][CH2:22][CH:23]=3)=[C:13](Cl)[CH:14]=2)[CH2:9]1)=[O:7])([CH3:4])([CH3:3])[CH3:2].[CH3:24][Sn](C)(C)C, predict the reaction product. (3) Given the reactants [OH:1][C:2]([CH3:16])([CH3:15])[C:3]([C:5]1[CH:10]=[CH:9][C:8]([O:11][CH2:12][CH2:13][OH:14])=[CH:7][CH:6]=1)=[O:4].CC1C=CC(S(O[CH2:28][CH2:29][O:30][CH2:31][CH2:32][O:33][CH2:34][CH2:35][Cl:36])(=O)=O)=CC=1.C([O-])([O-])=O.[K+].[K+].C1OCCOCCOCCOCCOCCOC1, predict the reaction product. The product is: [Cl:36][CH2:35][CH2:34][O:33][CH2:32][CH2:31][O:30][CH2:29][CH2:28][O:14][CH2:13][CH2:12][O:11][C:8]1[CH:9]=[CH:10][C:5]([C:3](=[O:4])[C:2]([OH:1])([CH3:16])[CH3:15])=[CH:6][CH:7]=1. (4) Given the reactants [N:1]12[CH2:7][C@H:4]([CH2:5][CH2:6]1)[C@H:3]([OH:8])[CH2:2]2.[H-].[Na+].[N:11]([C:14]([C:17]1[CH:22]=[CH:21][CH:20]=[C:19]([C:23]([CH3:25])=[CH2:24])[CH:18]=1)([CH3:16])[CH3:15])=[C:12]=[O:13], predict the reaction product. The product is: [N:1]12[CH2:7][C@H:4]([CH2:5][CH2:6]1)[C@H:3]([O:8][C:12](=[O:13])[NH:11][C:14]([C:17]1[CH:22]=[CH:21][CH:20]=[C:19]([C:23]([CH3:25])=[CH2:24])[CH:18]=1)([CH3:16])[CH3:15])[CH2:2]2. (5) Given the reactants [CH3:1][S:2][C:3]1[CH:8]=[CH:7][CH:6]=[CH:5][C:4]=1B(O)O.[NH2:12][C:13]1[C:14](Br)=[N:15][CH:16]=[CH:17][CH:18]=1.O.P([O-])([O-])([O-])=O.[K+].[K+].[K+].C1(C)C=CC=CC=1, predict the reaction product. The product is: [CH3:1][S:2][C:3]1[CH:8]=[CH:7][CH:6]=[CH:5][C:4]=1[C:14]1[C:13]([NH2:12])=[CH:18][CH:17]=[CH:16][N:15]=1. (6) Given the reactants Cl.[C:2]([NH2:5])(=[NH:4])[CH3:3].C[O-].[Na+].[C:9]([C:11]1[CH:16]=[CH:15][CH:14]=[CH:13][C:12]=1[C:17]1[CH:22]=[CH:21][C:20]([CH2:23][CH:24]([C:29](=O)[CH2:30][CH2:31][CH2:32][CH3:33])[C:25](OC)=[O:26])=[C:19]([F:35])[CH:18]=1)#[N:10].O, predict the reaction product. The product is: [CH2:30]([C:29]1[N:4]=[C:2]([CH3:3])[NH:5][C:25](=[O:26])[C:24]=1[CH2:23][C:20]1[CH:21]=[CH:22][C:17]([C:12]2[C:11]([C:9]#[N:10])=[CH:16][CH:15]=[CH:14][CH:13]=2)=[CH:18][C:19]=1[F:35])[CH2:31][CH2:32][CH3:33]. (7) Given the reactants [CH3:1][C:2]1[CH:3]=[CH:4][C:5]([N:9]2[N:32]=[C:31]([CH3:33])/[C:12](=[N:13]/[NH:14][C:15]3[CH:16]=[CH:17][CH:18]=[C:19]([C:22]4[CH:23]=[CH:24][CH:25]=[C:26]([C:28]([OH:30])=[O:29])[CH:27]=4)[C:20]=3[OH:21])/[C:10]2=[O:11])=[CH:6][C:7]=1[CH3:8].O.[CH2:35]([CH2:37][NH2:38])[OH:36], predict the reaction product. The product is: [CH3:1][C:2]1[CH:3]=[CH:4][C:5]([N:9]2[N:32]=[C:31]([CH3:33])/[C:12](=[N:13]/[NH:14][C:15]3[CH:16]=[CH:17][CH:18]=[C:19]([C:22]4[CH:23]=[CH:24][CH:25]=[C:26]([C:28]([OH:30])=[O:29])[CH:27]=4)[C:20]=3[OH:21])/[C:10]2=[O:11])=[CH:6][C:7]=1[CH3:8].[CH2:35]([CH2:37][NH2:38])[OH:36].